This data is from Catalyst prediction with 721,799 reactions and 888 catalyst types from USPTO. The task is: Predict which catalyst facilitates the given reaction. (1) Reactant: Cl.[CH3:2][C:3]1[CH:4]=[C:5]([CH:9]([N:13]2[CH2:18][CH2:17][N:16]([CH3:19])[CH2:15][CH2:14]2)[C:10]([OH:12])=O)[CH:6]=[CH:7][CH:8]=1.[F:20][C:21]([F:35])([F:34])[C:22]1[CH:23]=[C:24]([NH:32][NH2:33])[CH:25]=[C:26]([C:28]([F:31])([F:30])[F:29])[CH:27]=1.CN1CCOCC1.F[P-](F)(F)(F)(F)F.N1(O[P+](N(C)C)(N(C)C)N(C)C)C2C=CC=CC=2N=N1. Product: [F:20][C:21]([F:34])([F:35])[C:22]1[CH:23]=[C:24]([NH:32][NH:33][C:10](=[O:12])[CH:9]([C:5]2[CH:6]=[CH:7][CH:8]=[C:3]([CH3:2])[CH:4]=2)[N:13]2[CH2:18][CH2:17][N:16]([CH3:19])[CH2:15][CH2:14]2)[CH:25]=[C:26]([C:28]([F:31])([F:29])[F:30])[CH:27]=1. The catalyst class is: 3. (2) Reactant: [C:1]([CH2:3][C:4]([OH:6])=O)#[N:2].[Li]CCCC.[C:12]1([CH2:18]C(Cl)=O)[CH:17]=[CH:16][CH:15]=[CH:14][CH:13]=1. Product: [O:6]=[C:4]([CH2:18][C:12]1[CH:17]=[CH:16][CH:15]=[CH:14][CH:13]=1)[CH2:3][C:1]#[N:2]. The catalyst class is: 1. (3) Reactant: [NH2:1][C:2]1[CH:3]=[C:4]([CH:8]=[C:9](Br)[CH:10]=1)[C:5]([OH:7])=[O:6].[O:12]1[CH:16]=[CH:15][C:14](B(O)O)=[CH:13]1.C(=O)([O-])[O-].[K+].[K+].Cl. Product: [NH2:1][C:2]1[CH:3]=[C:4]([CH:8]=[C:9]([C:14]2[CH:15]=[CH:16][O:12][CH:13]=2)[CH:10]=1)[C:5]([OH:7])=[O:6]. The catalyst class is: 70. (4) Reactant: BrC1SC([C:7]2[NH:11][N:10]=[C:9]([C:12]([F:15])([F:14])[F:13])[CH:8]=2)=CC=1.ClC1SC(CCl)=CC=1.C([O-])([O-])=O.[K+].[K+]. Product: [F:13][C:12]([F:15])([F:14])[C:9]1[CH:8]=[CH:7][NH:11][N:10]=1. The catalyst class is: 3.